The task is: Predict the reaction yield, written as a fraction of the theoretical maximum amount of product (1.0 means a 100% yield; for example, 0.34 means a 34% yield).. This data is from Reaction yield outcomes from USPTO patents with 853,638 reactions. (1) The catalyst is C(Cl)Cl. The reactants are [CH2:1]([O:3][C:4]1[CH:5]=[C:6]([CH:12]([N:18]2[C:26](=[O:27])[C:25]3[C:20](=[CH:21][CH:22]=[CH:23][C:24]=3[NH:28][C:29](=[O:31])[CH3:30])[C:19]2=[O:32])[CH2:13][CH:14]([OH:17])[CH2:15][CH3:16])[CH:7]=[CH:8][C:9]=1[O:10][CH3:11])[CH3:2].[Cr](Cl)([O-])(=O)=O.[NH+]1C=CC=CC=1. The yield is 0.810. The product is [CH2:1]([O:3][C:4]1[CH:5]=[C:6]([CH:12]([N:18]2[C:26](=[O:27])[C:25]3[C:20](=[CH:21][CH:22]=[CH:23][C:24]=3[NH:28][C:29](=[O:31])[CH3:30])[C:19]2=[O:32])[CH2:13][C:14](=[O:17])[CH2:15][CH3:16])[CH:7]=[CH:8][C:9]=1[O:10][CH3:11])[CH3:2]. (2) The reactants are [H-].[Na+].[CH3:3][NH:4][C:5](=[O:10])[C:6]([F:9])([F:8])[F:7].Br[CH2:12][CH2:13][CH2:14][CH2:15][CH:16]=[CH2:17].O. The catalyst is CN(C=O)C. The product is [F:7][C:6]([F:9])([F:8])[C:5]([N:4]([CH2:17][CH2:16][CH2:15][CH2:14][CH:13]=[CH2:12])[CH3:3])=[O:10]. The yield is 0.560. (3) The reactants are Br[C:2]1[CH:7]=[CH:6][C:5](/[CH:8]=[CH:9]/[C:10]2[N:11]([CH2:23][C:24]3[CH:29]=[CH:28][C:27]([N:30]4[CH:34]=[N:33][CH:32]=[N:31]4)=[CH:26][CH:25]=3)[CH:12]=[C:13]([C:15]3[CH:20]=[CH:19][C:18]([Cl:21])=[CH:17][C:16]=3[Cl:22])[N:14]=2)=[CH:4][CH:3]=1.[F:35][C:36]([F:47])([F:46])[C:37]1[CH:42]=[CH:41][C:40](B(O)O)=[CH:39][CH:38]=1. No catalyst specified. The product is [Cl:22][C:16]1[CH:17]=[C:18]([Cl:21])[CH:19]=[CH:20][C:15]=1[C:13]1[N:14]=[C:10](/[CH:9]=[CH:8]/[C:5]2[CH:4]=[CH:3][C:2]([C:40]3[CH:41]=[CH:42][C:37]([C:36]([F:47])([F:46])[F:35])=[CH:38][CH:39]=3)=[CH:7][CH:6]=2)[N:11]([CH2:23][C:24]2[CH:25]=[CH:26][C:27]([N:30]3[CH:34]=[N:33][CH:32]=[N:31]3)=[CH:28][CH:29]=2)[CH:12]=1. The yield is 0.770. (4) The product is [C:36]([O:35][C:33](=[O:34])[CH2:32][N:22]1[CH2:21][CH2:20][C:19]2[C:24](=[CH:25][CH:26]=[C:17]([C:14]3[N:13]=[C:12]([C:9]4[CH:10]=[C:11]5[C:6](=[CH:7][CH:8]=4)[N:5]([CH:28]([CH3:30])[CH3:29])[N:4]=[C:3]5[Cl:2])[O:16][N:15]=3)[C:18]=2[CH3:27])[CH2:23]1)([CH3:39])([CH3:38])[CH3:37]. The reactants are Cl.[Cl:2][C:3]1[C:11]2[C:6](=[CH:7][CH:8]=[C:9]([C:12]3[O:16][N:15]=[C:14]([C:17]4[C:18]([CH3:27])=[C:19]5[C:24](=[CH:25][CH:26]=4)[CH2:23][NH:22][CH2:21][CH2:20]5)[N:13]=3)[CH:10]=2)[N:5]([CH:28]([CH3:30])[CH3:29])[N:4]=1.Br[CH2:32][C:33]([O:35][C:36]([CH3:39])([CH3:38])[CH3:37])=[O:34]. No catalyst specified. The yield is 0.810. (5) The reactants are [CH3:1][O:2][C:3]1[CH:4]=[C:5]2[C:10](=[CH:11][C:12]=1[O:13][CH3:14])[N:9]=[CH:8][CH:7]=[C:6]2[O:15][C:16]1[C:22]([CH3:23])=[CH:21][C:19]([NH2:20])=[C:18]([CH3:24])[CH:17]=1.C1(C)C=CC=CC=1.C(N(CC)CC)C.Cl[C:40](Cl)([O:42][C:43](=[O:49])OC(Cl)(Cl)Cl)Cl.[C:51]([C:55]1[CH:60]=[CH:59][C:58]([S:61][CH2:62][CH2:63]CO)=[CH:57][CH:56]=1)([CH3:54])([CH3:53])[CH3:52]. The catalyst is C(Cl)Cl. The product is [CH3:1][O:2][C:3]1[CH:4]=[C:5]2[C:10](=[CH:11][C:12]=1[O:13][CH3:14])[N:9]=[CH:8][CH:7]=[C:6]2[O:15][C:16]1[C:22]([CH3:23])=[CH:21][C:19]([NH:20][C:43](=[O:49])[O:42][CH2:40][CH2:63][CH2:62][S:61][C:58]2[CH:59]=[CH:60][C:55]([C:51]([CH3:52])([CH3:54])[CH3:53])=[CH:56][CH:57]=2)=[C:18]([CH3:24])[CH:17]=1. The yield is 0.730.